This data is from Full USPTO retrosynthesis dataset with 1.9M reactions from patents (1976-2016). The task is: Predict the reactants needed to synthesize the given product. Given the product [CH:38]1([C:37]2[C:36]3[C:31](=[CH:32][CH:33]=[CH:34][CH:35]=3)[CH:30]=[N:29][C:28]=2[N:15]([CH2:16][C:17]2[CH:22]=[CH:21][C:20]([O:23][C:24]([F:27])([F:26])[F:25])=[CH:19][CH:18]=2)[S:12]([C:10]2[CH:9]=[CH:8][C:3]([C:4]([O:6][CH3:7])=[O:5])=[C:2]([C:41]([CH3:43])=[CH2:42])[CH:11]=2)(=[O:14])=[O:13])[CH2:40][CH2:39]1, predict the reactants needed to synthesize it. The reactants are: Br[C:2]1[CH:11]=[C:10]([S:12]([N:15]([C:28]2[N:29]=[CH:30][C:31]3[C:36]([C:37]=2[CH:38]2[CH2:40][CH2:39]2)=[CH:35][CH:34]=[CH:33][CH:32]=3)[CH2:16][C:17]2[CH:22]=[CH:21][C:20]([O:23][C:24]([F:27])([F:26])[F:25])=[CH:19][CH:18]=2)(=[O:14])=[O:13])[CH:9]=[CH:8][C:3]=1[C:4]([O:6][CH3:7])=[O:5].[C:41](B1OC(C)(C)C(C)(C)O1)([CH3:43])=[CH2:42].